Dataset: NCI-60 drug combinations with 297,098 pairs across 59 cell lines. Task: Regression. Given two drug SMILES strings and cell line genomic features, predict the synergy score measuring deviation from expected non-interaction effect. (1) Drug 1: C1=CN(C=N1)CC(O)(P(=O)(O)O)P(=O)(O)O. Drug 2: CN(CC1=CN=C2C(=N1)C(=NC(=N2)N)N)C3=CC=C(C=C3)C(=O)NC(CCC(=O)O)C(=O)O. Cell line: SK-MEL-5. Synergy scores: CSS=14.7, Synergy_ZIP=-0.0728, Synergy_Bliss=-0.333, Synergy_Loewe=-32.0, Synergy_HSA=-1.07. (2) Drug 1: C1=CN(C(=O)N=C1N)C2C(C(C(O2)CO)O)O.Cl. Drug 2: C1CC(C1)(C(=O)O)C(=O)O.[NH2-].[NH2-].[Pt+2]. Cell line: BT-549. Synergy scores: CSS=20.1, Synergy_ZIP=-2.61, Synergy_Bliss=-2.10, Synergy_Loewe=-3.88, Synergy_HSA=1.26. (3) Drug 1: CC1=C2C(C(=O)C3(C(CC4C(C3C(C(C2(C)C)(CC1OC(=O)C(C(C5=CC=CC=C5)NC(=O)OC(C)(C)C)O)O)OC(=O)C6=CC=CC=C6)(CO4)OC(=O)C)OC)C)OC. Drug 2: N.N.Cl[Pt+2]Cl. Cell line: SW-620. Synergy scores: CSS=30.0, Synergy_ZIP=2.51, Synergy_Bliss=-1.00, Synergy_Loewe=-36.4, Synergy_HSA=-3.84. (4) Drug 2: C1CN(CCN1C(=O)CCBr)C(=O)CCBr. Synergy scores: CSS=16.6, Synergy_ZIP=-3.68, Synergy_Bliss=3.21, Synergy_Loewe=2.61, Synergy_HSA=2.80. Cell line: NCI-H226. Drug 1: CCN(CC)CCCC(C)NC1=C2C=C(C=CC2=NC3=C1C=CC(=C3)Cl)OC. (5) Drug 1: C1=CC(=CC=C1CCC2=CNC3=C2C(=O)NC(=N3)N)C(=O)NC(CCC(=O)O)C(=O)O. Drug 2: C(CCl)NC(=O)N(CCCl)N=O. Cell line: NCI-H226. Synergy scores: CSS=13.8, Synergy_ZIP=-4.70, Synergy_Bliss=2.37, Synergy_Loewe=2.57, Synergy_HSA=2.99. (6) Drug 1: CN(CCCl)CCCl.Cl. Drug 2: N.N.Cl[Pt+2]Cl. Cell line: HT29. Synergy scores: CSS=44.1, Synergy_ZIP=-11.3, Synergy_Bliss=-2.17, Synergy_Loewe=-1.37, Synergy_HSA=-0.324. (7) Drug 1: CC1=CC2C(CCC3(C2CCC3(C(=O)C)OC(=O)C)C)C4(C1=CC(=O)CC4)C. Drug 2: CC=C1C(=O)NC(C(=O)OC2CC(=O)NC(C(=O)NC(CSSCCC=C2)C(=O)N1)C(C)C)C(C)C. Cell line: DU-145. Synergy scores: CSS=28.1, Synergy_ZIP=1.74, Synergy_Bliss=-0.0133, Synergy_Loewe=-56.4, Synergy_HSA=-3.39.